From a dataset of Forward reaction prediction with 1.9M reactions from USPTO patents (1976-2016). Predict the product of the given reaction. (1) Given the reactants Br[C:2]1[C:6]([CH3:7])=[N:5][N:4]2[CH2:8][CH2:9][CH2:10][C:3]=12.[CH3:11][O:12][C:13](=[O:31])[C:14]1[CH:19]=[CH:18][C:17]([C:20]#[N:21])=[C:16](B2OC(C)(C)C(C)(C)O2)[CH:15]=1.[O-]P([O-])([O-])=O.[K+].[K+].[K+], predict the reaction product. The product is: [CH3:11][O:12][C:13](=[O:31])[C:14]1[CH:19]=[CH:18][C:17]([C:20]#[N:21])=[C:16]([C:2]2[C:6]([CH3:7])=[N:5][N:4]3[CH2:8][CH2:9][CH2:10][C:3]=23)[CH:15]=1. (2) Given the reactants Br[C:2]1[CH:7]=[CH:6][CH:5]=[C:4]([Br:8])[CH:3]=1.[CH3:9][N:10]([CH3:19])[C:11]([CH:13]1[O:18][CH2:17][CH2:16][NH:15][CH2:14]1)=[O:12].C1C=CC(P(C2C(C3C(P(C4C=CC=CC=4)C4C=CC=CC=4)=CC=C4C=3C=CC=C4)=C3C(C=CC=C3)=CC=2)C2C=CC=CC=2)=CC=1.CC([O-])(C)C.[Na+], predict the reaction product. The product is: [Br:8][C:4]1[CH:3]=[C:2]([N:15]2[CH2:16][CH2:17][O:18][CH:13]([C:11]([N:10]([CH3:19])[CH3:9])=[O:12])[CH2:14]2)[CH:7]=[CH:6][CH:5]=1.